From a dataset of Catalyst prediction with 721,799 reactions and 888 catalyst types from USPTO. Predict which catalyst facilitates the given reaction. Reactant: [OH-].[Na+].C[O:4][C:5](=[O:43])[CH:6]([O:14][C:15]1[CH:24]=[CH:23][C:22]2[C:17](=[CH:18][CH:19]=[C:20]([CH2:25][NH:26][C:27]([C:29]3[C:33]4[CH:34]=[CH:35][CH:36]=[CH:37][C:32]=4[O:31][C:30]=3[CH2:38][CH2:39][CH2:40][CH3:41])=[O:28])[CH:21]=2)[C:16]=1[Br:42])[CH2:7][C:8]1[CH:13]=[CH:12][CH:11]=[CH:10][CH:9]=1.O.Cl. Product: [Br:42][C:16]1[C:17]2[C:22](=[CH:21][C:20]([CH2:25][NH:26][C:27]([C:29]3[C:33]4[CH:34]=[CH:35][CH:36]=[CH:37][C:32]=4[O:31][C:30]=3[CH2:38][CH2:39][CH2:40][CH3:41])=[O:28])=[CH:19][CH:18]=2)[CH:23]=[CH:24][C:15]=1[O:14][CH:6]([CH2:7][C:8]1[CH:9]=[CH:10][CH:11]=[CH:12][CH:13]=1)[C:5]([OH:43])=[O:4]. The catalyst class is: 5.